This data is from Forward reaction prediction with 1.9M reactions from USPTO patents (1976-2016). The task is: Predict the product of the given reaction. (1) Given the reactants [NH2:1][C:2]1[C:3]([C:7]2[NH:23][C:10]3=[CH:11][C:12]4[C:13]([CH3:22])([CH3:21])[C:14](=[O:20])[N:15]([CH2:18][CH3:19])[C:16]=4[CH:17]=[C:9]3[N:8]=2)=[N:4][NH:5][CH:6]=1.[CH3:24][N:25]([CH3:29])[C:26](Cl)=[O:27], predict the reaction product. The product is: [CH2:18]([N:15]1[C:16]2[CH:17]=[C:9]3[N:8]=[C:7]([C:3]4[C:2]([NH:1][C:26](=[O:27])[N:25]([CH3:29])[CH3:24])=[CH:6][NH:5][N:4]=4)[NH:23][C:10]3=[CH:11][C:12]=2[C:13]([CH3:22])([CH3:21])[C:14]1=[O:20])[CH3:19]. (2) Given the reactants CCN=C=NCCCN(C)C.[C:12]([NH:19][NH2:20])([O:14][C:15]([CH3:18])([CH3:17])[CH3:16])=[O:13].C1C=CC2N(O)N=NC=2C=1.[CH3:31][O:32][C:33]1[C:42]2[C:37](=[C:38]([O:43][CH3:44])[CH:39]=[CH:40][CH:41]=2)[N:36]=[C:35]([C:45]([N:47]2[CH2:52][CH2:51][C:50]3([CH2:61][C:60](=[O:62])[C:59]4[C:54](=[CH:55][CH:56]=[C:57]([C:63](O)=[O:64])[CH:58]=4)[O:53]3)[CH2:49][CH2:48]2)=[O:46])[CH:34]=1, predict the reaction product. The product is: [CH3:31][O:32][C:33]1[C:42]2[C:37](=[C:38]([O:43][CH3:44])[CH:39]=[CH:40][CH:41]=2)[N:36]=[C:35]([C:45]([N:47]2[CH2:52][CH2:51][C:50]3([CH2:61][C:60](=[O:62])[C:59]4[C:54](=[CH:55][CH:56]=[C:57]([C:63]([NH:20][NH:19][C:12]([O:14][C:15]([CH3:18])([CH3:17])[CH3:16])=[O:13])=[O:64])[CH:58]=4)[O:53]3)[CH2:49][CH2:48]2)=[O:46])[CH:34]=1. (3) Given the reactants C1(C2(C3C=CC=CC=3)[O:11][C:10]3[CH:12]=[CH:13][C:14]([C:16]([N:18]4[CH2:23][CH2:22][O:21][CH2:20][CH2:19]4)=[O:17])=[CH:15][C:9]=3[O:8]2)C=CC=CC=1.C([SiH](CC)CC)C, predict the reaction product. The product is: [OH:8][C:9]1[CH:15]=[C:14]([C:16]([N:18]2[CH2:23][CH2:22][O:21][CH2:20][CH2:19]2)=[O:17])[CH:13]=[CH:12][C:10]=1[OH:11].